This data is from Forward reaction prediction with 1.9M reactions from USPTO patents (1976-2016). The task is: Predict the product of the given reaction. (1) Given the reactants [F:1][C:2]([F:11])([C:5]1[CH:10]=[CH:9][CH:8]=[CH:7][N:6]=1)[CH2:3][OH:4].C(C1C=C(C)C=C(C(C)(C)C)N=1)(C)(C)C.[F:27][C:28]([F:41])([F:40])[S:29](O[S:29]([C:28]([F:41])([F:40])[F:27])(=[O:31])=[O:30])(=[O:31])=[O:30], predict the reaction product. The product is: [F:27][C:28]([F:41])([F:40])[S:29]([O:4][CH2:3][C:2]([F:1])([F:11])[C:5]1[CH:10]=[CH:9][CH:8]=[CH:7][N:6]=1)(=[O:31])=[O:30]. (2) Given the reactants [NH:1]1[C:6]2[CH:7]=[CH:8][CH:9]=[CH:10][C:5]=2[C:4](=[O:11])[O:3][C:2]1=[O:12].[H-].[Na+].I[CH2:16][CH2:17][CH2:18][CH2:19][CH3:20].C(OCC)(=O)C, predict the reaction product. The product is: [CH2:16]([N:1]1[C:6]2[CH:7]=[CH:8][CH:9]=[CH:10][C:5]=2[C:4](=[O:11])[O:3][C:2]1=[O:12])[CH2:17][CH2:18][CH2:19][CH3:20]. (3) Given the reactants [NH2:1][S:2]([C:5]1[C:6]([Cl:32])=[CH:7][C:8]([NH:25][CH2:26][C:27]2[O:28][CH:29]=[CH:30][CH:31]=2)=[C:9]([CH:24]=1)[C:10]([O:12][CH2:13][CH2:14][CH2:15][O:16][C:17](=[O:23])[CH2:18][CH2:19][C:20](Cl)=[O:21])=[O:11])(=[O:4])=[O:3].C=[O:34].Cl[CH2:36][Cl:37], predict the reaction product. The product is: [NH2:1][S:2]([C:5]1[C:6]([Cl:32])=[CH:7][C:8]([NH:25][CH2:26][C:27]2[O:28][CH:29]=[CH:30][CH:31]=2)=[C:9]([CH:24]=1)[C:10]([O:12][CH2:13][CH2:14][CH2:15][O:16][C:17](=[O:23])[CH2:18][CH2:19][C:20]([O:34][CH2:36][Cl:37])=[O:21])=[O:11])(=[O:3])=[O:4]. (4) Given the reactants [Cl:1][C:2]1[CH:15]=[C:14]([N+:16]([O-])=O)[CH:13]=[CH:12][C:3]=1[O:4][CH2:5][C:6]1[CH:11]=[CH:10][CH:9]=[CH:8][N:7]=1, predict the reaction product. The product is: [Cl:1][C:2]1[CH:15]=[C:14]([NH2:16])[CH:13]=[CH:12][C:3]=1[O:4][CH2:5][C:6]1[CH:11]=[CH:10][CH:9]=[CH:8][N:7]=1. (5) Given the reactants [CH3:1][N:2]([CH3:12])[CH2:3][C:4]1[S:11][C:10]2[CH:9]=[N:8][NH:7][C:6]=2[CH:5]=1.[I:13]I.[OH-].[K+].S(=O)(O)[O-].[Na+], predict the reaction product. The product is: [I:13][C:9]1[C:10]2[S:11][C:4]([CH2:3][N:2]([CH3:12])[CH3:1])=[CH:5][C:6]=2[NH:7][N:8]=1. (6) Given the reactants [NH2:1][N:2]1[C:11](=[O:12])[C:10]2[C:5](=[C:6]([CH3:15])[C:7](F)=[C:8]([F:13])[CH:9]=2)[N:4]([CH:16]2[CH2:18][CH2:17]2)[C:3]1=[O:19].[C:20]([O:24][C:25](=[O:34])[NH:26][CH2:27][C@H:28]1[C@H:32]([F:33])[CH2:31][NH:30][CH2:29]1)([CH3:23])([CH3:22])[CH3:21].C(N(CC)CC)C, predict the reaction product. The product is: [C:20]([O:24][C:25](=[O:34])[NH:26][CH2:27][CH:28]1[CH:32]([F:33])[CH2:31][N:30]([C:7]2[C:6]([CH3:15])=[C:5]3[C:10]([C:11](=[O:12])[N:2]([NH2:1])[C:3](=[O:19])[N:4]3[CH:16]3[CH2:18][CH2:17]3)=[CH:9][C:8]=2[F:13])[CH2:29]1)([CH3:23])([CH3:21])[CH3:22]. (7) Given the reactants [NH2:1][CH:2]([C:6]([OH:8])=[O:7])[CH:3]([CH3:5])[CH3:4].[C:9]1([CH3:21])[CH:14]=[C:13]([CH3:15])[CH:12]=[C:11]([CH3:16])[C:10]=1[S:17](Cl)(=[O:19])=[O:18].[OH-].[Na+], predict the reaction product. The product is: [CH3:4][CH:3]([CH3:5])[CH:2]([NH:1][S:17]([C:10]1[C:11]([CH3:16])=[CH:12][C:13]([CH3:15])=[CH:14][C:9]=1[CH3:21])(=[O:19])=[O:18])[C:6]([OH:8])=[O:7].